The task is: Predict the reactants needed to synthesize the given product.. This data is from Full USPTO retrosynthesis dataset with 1.9M reactions from patents (1976-2016). Given the product [NH2:1][C:2]1[NH:7][C:6](=[O:8])[C:5]2[CH:15]=[C:16]([C:18]3[CH:23]=[CH:22][N:21]=[C:20]([Cl:24])[CH:19]=3)[NH:9][C:4]=2[N:3]=1, predict the reactants needed to synthesize it. The reactants are: [NH2:1][C:2]1[N:7]=[C:6]([OH:8])[CH:5]=[C:4]([NH2:9])[N:3]=1.[O-]CC.[Na+].Br[CH2:15][C:16]([C:18]1[CH:23]=[CH:22][N:21]=[C:20]([Cl:24])[CH:19]=1)=O.